From a dataset of Forward reaction prediction with 1.9M reactions from USPTO patents (1976-2016). Predict the product of the given reaction. (1) Given the reactants [CH2:1]([NH:8][C@@H:9]1[CH2:14][CH2:13][CH2:12][CH2:11][C@@H:10]1[NH:15][C:16]([O:18][C:19]([CH3:22])([CH3:21])[CH3:20])=[O:17])[C:2]1[CH:7]=[CH:6][CH:5]=[CH:4][CH:3]=1.C=O.[C:25]([BH3-])#N.[Na+].C(=O)([O-])O.[Na+], predict the reaction product. The product is: [CH2:1]([N:8]([CH3:25])[C@@H:9]1[CH2:14][CH2:13][CH2:12][CH2:11][C@@H:10]1[NH:15][C:16]([O:18][C:19]([CH3:22])([CH3:21])[CH3:20])=[O:17])[C:2]1[CH:3]=[CH:4][CH:5]=[CH:6][CH:7]=1. (2) The product is: [NH2:19][C:18]1[N:17]=[CH:16][C:15]2[C:20]([C:23]3[CH2:24][CH2:25][N:26]([C:34]([NH:33][C:29]([CH3:32])([CH3:31])[CH3:30])=[O:35])[CH2:27][CH:28]=3)=[CH:21][O:22][C:14]=2[C:13]=1[O:12][C@@H:10]([C:3]1[C:4]([Cl:9])=[CH:5][CH:6]=[C:7]([F:8])[C:2]=1[Cl:1])[CH3:11]. Given the reactants [Cl:1][C:2]1[C:7]([F:8])=[CH:6][CH:5]=[C:4]([Cl:9])[C:3]=1[C@H:10]([O:12][C:13]1[C:14]2[O:22][CH:21]=[C:20]([C:23]3[CH2:24][CH2:25][NH:26][CH2:27][CH:28]=3)[C:15]=2[CH:16]=[N:17][C:18]=1[NH2:19])[CH3:11].[C:29]([N:33]=[C:34]=[O:35])([CH3:32])([CH3:31])[CH3:30].CCN(C(C)C)C(C)C, predict the reaction product. (3) Given the reactants [I:1][C:2]1[CH:7]=[CH:6][C:5]2[C:8]3[C:13](C)([CH3:14])[CH2:12][N:11]([C:16]([O:18][C:19]([CH3:22])([CH3:21])[CH3:20])=[O:17])[CH2:10][C:9]=3[O:23][C:4]=2[CH:3]=1.IC1C=CC2C(C(C)(C)CN)=COC=2C=1.IC1C=CC2C(C(C)C#N)=COC=2C=1, predict the reaction product. The product is: [C:19]([O:18][C:16]([N:11]1[CH2:12][CH:13]([CH3:14])[C:8]2[C:5]3[CH:6]=[CH:7][C:2]([I:1])=[CH:3][C:4]=3[O:23][C:9]=2[CH2:10]1)=[O:17])([CH3:20])([CH3:21])[CH3:22]. (4) Given the reactants [CH3:1][C:2]1([CH3:15])[O:6][CH:5]([C:7]([O:9]C)=[O:8])[CH:4]([C:11]([O:13][CH3:14])=[O:12])[O:3]1.[OH-].[Na+], predict the reaction product. The product is: [CH3:14][O:13][C:11]([CH:4]1[CH:5]([C:7]([OH:9])=[O:8])[O:6][C:2]([CH3:15])([CH3:1])[O:3]1)=[O:12]. (5) Given the reactants [C:1]([N:4]1[C:12]2[C:7](=[C:8]([N:17]3[CH2:22][CH2:21][CH2:20][CH2:19][S:18]3(=[O:24])=[O:23])[CH:9]=[C:10]([C:13]([O:15][CH3:16])=[O:14])[CH:11]=2)[CH2:6][CH2:5]1)(=O)[CH3:2].CCO, predict the reaction product. The product is: [O:24]=[S:18]1(=[O:23])[CH2:19][CH2:20][CH2:21][CH2:22][N:17]1[C:8]1[CH:9]=[C:10]([C:13]([O:15][CH3:16])=[O:14])[CH:11]=[C:12]2[C:7]=1[CH2:6][CH2:5][N:4]2[CH2:1][CH3:2]. (6) Given the reactants Cl[C:2]1[C:11]2[C:6](=[CH:7][C:8]([F:13])=[CH:9][C:10]=2[F:12])[N:5]=[C:4]([N:14]2[CH2:19][CH2:18][N:17]([CH3:20])[C:16](=[O:21])[CH2:15]2)[C:3]=1[CH3:22].[O:23]1[CH2:28][CH2:27][N:26]([C:29]2[CH:30]=[C:31]([NH2:35])[CH:32]=[N:33][CH:34]=2)[CH2:25][CH2:24]1, predict the reaction product. The product is: [F:12][C:10]1[CH:9]=[C:8]([F:13])[CH:7]=[C:6]2[C:11]=1[C:2]([NH:35][C:31]1[CH:32]=[N:33][CH:34]=[C:29]([N:26]3[CH2:27][CH2:28][O:23][CH2:24][CH2:25]3)[CH:30]=1)=[C:3]([CH3:22])[C:4]([N:14]1[CH2:19][CH2:18][N:17]([CH3:20])[C:16](=[O:21])[CH2:15]1)=[N:5]2. (7) Given the reactants [CH3:1][O:2][C:3]([CH:5]1[CH2:9][C:8](=O)[N:7]([CH2:11][C:12]2[CH:17]=[CH:16][CH:15]=[CH:14][CH:13]=2)[CH2:6]1)=[O:4].B.O1CCCC1.Cl, predict the reaction product. The product is: [CH3:1][O:2][C:3]([CH:5]1[CH2:9][CH2:8][N:7]([CH2:11][C:12]2[CH:13]=[CH:14][CH:15]=[CH:16][CH:17]=2)[CH2:6]1)=[O:4]. (8) Given the reactants [CH2:1]([O:8][C:9]1[CH:22]=[CH:21][C:12]([O:13][C:14]2[CH:19]=[CH:18][N:17]=[C:16](Cl)[CH:15]=2)=[CH:11][CH:10]=1)[C:2]1[CH:7]=[CH:6][CH:5]=[CH:4][CH:3]=1.CS(C)=O.C[CH2:28][N:29](C(C)C)C(C)C.CN, predict the reaction product. The product is: [CH2:1]([O:8][C:9]1[CH:22]=[CH:21][C:12]([O:13][C:14]2[CH:19]=[CH:18][N:17]=[C:16]([NH:29][CH3:28])[CH:15]=2)=[CH:11][CH:10]=1)[C:2]1[CH:7]=[CH:6][CH:5]=[CH:4][CH:3]=1.